This data is from Catalyst prediction with 721,799 reactions and 888 catalyst types from USPTO. The task is: Predict which catalyst facilitates the given reaction. (1) Reactant: [Cl:1][CH2:2][C:3]([O:5][CH2:6]/[CH:7]=[C:8](\[CH3:15])/[CH2:9][CH2:10][CH:11]=[C:12]([CH3:14])[CH3:13])=[O:4].[CH3:16][N:17]1[CH:21]=[CH:20][N:19]=[CH:18]1. Product: [Cl-:1].[CH3:15]/[C:8](/[CH2:9][CH2:10][CH:11]=[C:12]([CH3:14])[CH3:13])=[CH:7]\[CH2:6][O:5][C:3](=[O:4])[CH2:2][N:19]1[CH:20]=[CH:21][N+:17]([CH3:16])=[CH:18]1. The catalyst class is: 27. (2) Product: [CH3:1][O:2][C:3](=[O:13])[C:4]1[CH:9]=[CH:8][C:7]([O:10][CH2:21][CH3:22])=[CH:6][C:5]=1[O:11][CH3:12]. The catalyst class is: 3. Reactant: [CH3:1][O:2][C:3](=[O:13])[C:4]1[CH:9]=[CH:8][C:7]([OH:10])=[CH:6][C:5]=1[O:11][CH3:12].C(=O)([O-])[O-].[K+].[K+].I[CH2:21][CH3:22].O.